Task: Predict the reaction yield, written as a fraction of the theoretical maximum amount of product (1.0 means a 100% yield; for example, 0.34 means a 34% yield).. Dataset: Reaction yield outcomes from USPTO patents with 853,638 reactions (1) The reactants are [C:1]([O:5][C:6]([C:8]1([CH2:11][CH:12]=C)[CH2:10][CH2:9]1)=[O:7])([CH3:4])([CH3:3])[CH3:2].[O:14]=[O+][O-]. The catalyst is CO.ClCCl. The product is [C:1]([O:5][C:6]([C:8]1([CH2:11][CH:12]=[O:14])[CH2:10][CH2:9]1)=[O:7])([CH3:4])([CH3:3])[CH3:2]. The yield is 1.00. (2) The reactants are [CH2:1]([O:3][C:4]1[CH:12]=[CH:11][C:7]([C:8]([OH:10])=O)=[C:6]([OH:13])[CH:5]=1)[CH3:2].CN(C(ON1N=NC2C=CC=NC1=2)=[N+](C)C)C.F[P-](F)(F)(F)(F)F.C(N(CC)CC)C.[CH3:45][N:46]1[C:50]2[C:51]3[CH:52]=[CH:53][CH:54]=[CH:55][C:56]=3[O:57][C:58]3([CH2:63][CH2:62][NH:61][CH2:60][CH2:59]3)[C:49]=2[CH:48]=[N:47]1. The catalyst is CN(C=O)C. The product is [CH2:1]([O:3][C:4]1[CH:12]=[CH:11][C:7]([C:8]([N:61]2[CH2:62][CH2:63][C:58]3([C:49]4[CH:48]=[N:47][N:46]([CH3:45])[C:50]=4[C:51]4[CH:52]=[CH:53][CH:54]=[CH:55][C:56]=4[O:57]3)[CH2:59][CH2:60]2)=[O:10])=[C:6]([OH:13])[CH:5]=1)[CH3:2]. The yield is 0.320. (3) The yield is 0.560. The product is [CH2:13]([CH:15]([O:20][C@H:21]1[CH2:22][CH2:23][C@H:24]([N:27]2[C:32](=[O:33])[C:31]([CH2:34][C:35]3[CH:36]=[CH:37][C:38]([C:41]4[CH:46]=[CH:45][CH:44]=[CH:43][C:42]=4[C:47]4[NH:3][C:4](=[O:7])[O:5][N:48]=4)=[CH:39][CH:40]=3)=[C:30]([CH2:49][CH2:50][CH3:51])[N:29]3[N:52]=[CH:53][N:54]=[C:28]23)[CH2:25][CH2:26]1)[C:16]([OH:19])([CH3:17])[CH3:18])[CH3:14]. The reactants are [Cl-].O[NH3+:3].[C:4](=[O:7])([O-])[OH:5].[Na+].CS(C)=O.[CH2:13]([CH:15]([O:20][C@H:21]1[CH2:26][CH2:25][C@H:24]([N:27]2[C:32](=[O:33])[C:31]([CH2:34][C:35]3[CH:40]=[CH:39][C:38]([C:41]4[C:42]([C:47]#[N:48])=[CH:43][CH:44]=[CH:45][CH:46]=4)=[CH:37][CH:36]=3)=[C:30]([CH2:49][CH2:50][CH3:51])[N:29]3[N:52]=[CH:53][N:54]=[C:28]23)[CH2:23][CH2:22]1)[C:16]([OH:19])([CH3:18])[CH3:17])[CH3:14]. The catalyst is O. (4) The reactants are C[O:2][C:3](=O)[CH2:4][C:5]1[CH:10]=[C:9]([O:11][CH3:12])[C:8]([O:13][CH2:14][C:15]2[CH:20]=[CH:19][CH:18]=[CH:17][CH:16]=2)=[C:7]([O:21][CH3:22])[CH:6]=1.[H-].[H-].[H-].[H-].[Li+].[Al+3]. The catalyst is C1COCC1. The product is [CH2:14]([O:13][C:8]1[C:9]([O:11][CH3:12])=[CH:10][C:5]([CH2:4][CH2:3][OH:2])=[CH:6][C:7]=1[O:21][CH3:22])[C:15]1[CH:16]=[CH:17][CH:18]=[CH:19][CH:20]=1. The yield is 0.890.